The task is: Predict the reaction yield, written as a fraction of the theoretical maximum amount of product (1.0 means a 100% yield; for example, 0.34 means a 34% yield).. This data is from Reaction yield outcomes from USPTO patents with 853,638 reactions. (1) The reactants are Br[C:2]1[C:3]2[C:4]3[CH:17]=[CH:16][S:15][C:5]=3[C:6](=[O:14])[NH:7][C:8]=2[CH:9]=[CH:10][C:11]=1[O:12][CH3:13].CC1(C)C(C)(C)OB([C:26]2[CH:31]=[CH:30][C:29]([C@@H:32]([NH:34][C:35](=[O:41])[O:36][C:37]([CH3:40])([CH3:39])[CH3:38])[CH3:33])=[CH:28][CH:27]=2)O1. No catalyst specified. The product is [CH3:13][O:12][C:11]1[CH:10]=[CH:9][C:8]2[NH:7][C:6](=[O:14])[C:5]3[S:15][CH:16]=[CH:17][C:4]=3[C:3]=2[C:2]=1[C:26]1[CH:27]=[CH:28][C:29]([C@@H:32]([NH:34][C:35](=[O:41])[O:36][C:37]([CH3:40])([CH3:39])[CH3:38])[CH3:33])=[CH:30][CH:31]=1. The yield is 0.550. (2) The reactants are [C:1]([O:4][C@H:5]1[CH2:22][CH2:21][C@@:20]2([CH3:23])[C:7](=[CH:8][CH2:9][C@@H:10]3[C@@H:19]2[CH2:18][CH2:17][C@@:15]2([CH3:16])[C@H:11]3[CH2:12][C:13]([CH:25]=[O:26])=[C:14]2Cl)[CH2:6]1)(=[O:3])[CH3:2].[N:27]1[C:31]2[CH:32]=[CH:33][CH:34]=[CH:35][C:30]=2[NH:29][CH:28]=1.C([O-])([O-])=O.[K+].[K+]. The catalyst is CN(C=O)C. The product is [C:1]([O:4][C@H:5]1[CH2:22][CH2:21][C@@:20]2([CH3:23])[C:7](=[CH:8][CH2:9][C@@H:10]3[C@@H:19]2[CH2:18][CH2:17][C@@:15]2([CH3:16])[C@H:11]3[CH2:12][C:13]([CH:25]=[O:26])=[C:14]2[N:27]2[C:31]3[CH:32]=[CH:33][CH:34]=[CH:35][C:30]=3[N:29]=[CH:28]2)[CH2:6]1)(=[O:3])[CH3:2]. The yield is 0.887.